Task: Predict the reactants needed to synthesize the given product.. Dataset: Full USPTO retrosynthesis dataset with 1.9M reactions from patents (1976-2016) (1) Given the product [CH3:1][CH2:2][O:3][C:4]([C@@H:6]([NH:15][C@H:16]([C:17]([N:19]1[C@H:26]([C:27]([OH:28])=[O:32])[CH2:25][C@H:24]2[C@@H:20]1[CH2:21][CH2:22][CH2:23]2)=[O:18])[CH3:29])[CH2:7][CH2:8][C:9]1[CH:14]=[CH:13][CH:12]=[CH:11][CH:10]=1)=[O:5].[CH3:30][CH2:31][O:32][C:33]([C:35]1[CH:40]([C:41]2[CH:42]=[CH:43][CH:44]=[CH:45][C:46]=2[Cl:47])[C:39]([C:48]([O:50][CH3:51])=[O:49])=[C:38]([CH3:52])[NH:37][C:36]=1[CH2:53][O:54][CH2:55][CH2:56][NH2:57])=[O:34], predict the reactants needed to synthesize it. The reactants are: [CH3:1][CH2:2][O:3][C:4]([C@@H:6]([N:15]1[C:27](=[O:28])[C@H:26]2[N:19]([C@@H:20]3[C@H:24]([CH2:25]2)[CH2:23][CH2:22][CH2:21]3)[C:17](=[O:18])[C@@H:16]1[CH3:29])[CH2:7][CH2:8][C:9]1[CH:14]=[CH:13][CH:12]=[CH:11][CH:10]=1)=[O:5].[CH3:30][CH2:31][O:32][C:33]([C:35]1[C:40]([C:41]2[C:46]([Cl:47])=[CH:45][CH:44]=[CH:43][CH:42]=2)=[C:39]([C:48]([O:50][CH3:51])=[O:49])[C:38]([CH3:52])=[N:37][C:36]=1[CH2:53][O:54][CH2:55][CH2:56][NH2:57])=[O:34].C(O)(C(O)=O)=O. (2) Given the product [Br:13][C:10]1[CH:11]=[CH:12][C:7]([NH:6][CH:4]2[CH2:5][N:2]([CH3:19])[CH2:3]2)=[C:8]([N+:14]([O-:16])=[O:15])[CH:9]=1, predict the reactants needed to synthesize it. The reactants are: Cl.[NH:2]1[CH2:5][CH:4]([NH:6][C:7]2[CH:12]=[CH:11][C:10]([Br:13])=[CH:9][C:8]=2[N+:14]([O-:16])=[O:15])[CH2:3]1.C=O.[C:19](O[BH-](OC(=O)C)OC(=O)C)(=O)C.[Na+]. (3) Given the product [F:26][C:2]([F:1])([F:25])[C:3]1[CH:8]=[CH:7][C:6]([N:9]2[CH:13]=[N:12][C:11]([C:14]3[CH:19]=[CH:18][C:17]([CH2:20][CH2:21][CH2:22][CH2:23][OH:24])=[CH:16][CH:15]=3)=[N:10]2)=[CH:5][CH:4]=1, predict the reactants needed to synthesize it. The reactants are: [F:1][C:2]([F:26])([F:25])[C:3]1[CH:8]=[CH:7][C:6]([N:9]2[CH:13]=[N:12][C:11]([C:14]3[CH:19]=[CH:18][C:17]([C:20]#[C:21][CH2:22][CH2:23][OH:24])=[CH:16][CH:15]=3)=[N:10]2)=[CH:5][CH:4]=1. (4) Given the product [Cl:8][C:6]1[N:7]=[C:2]([N:24]2[C:25]3[C:21](=[CH:20][C:19]([O:26][CH3:27])=[C:18]([F:28])[C:17]=3[Cl:16])[CH2:22][CH2:23]2)[C:3](=[O:15])[N:4]([C@@H:9]([CH:12]2[CH2:14][CH2:13]2)[CH2:10][CH3:11])[CH:5]=1, predict the reactants needed to synthesize it. The reactants are: Cl[C:2]1[C:3](=[O:15])[N:4]([C@@H:9]([CH:12]2[CH2:14][CH2:13]2)[CH2:10][CH3:11])[CH:5]=[C:6]([Cl:8])[N:7]=1.[Cl:16][C:17]1[C:18]([F:28])=[C:19]([O:26][CH3:27])[CH:20]=[C:21]2[C:25]=1[NH:24][CH2:23][CH2:22]2. (5) Given the product [CH3:1][NH:2][CH2:3][C:4]([CH:38]([CH2:39][CH2:40][CH2:41][C@H:42]1[C@@H:50]2[C@@H:45]([NH:46][C:47]([NH:49]2)=[O:48])[CH2:44][S:43]1)[C:36](=[O:35])[OH:37])=[O:6], predict the reactants needed to synthesize it. The reactants are: [CH3:1][NH:2][CH2:3][C:4]([OH:6])=O.C1N(CC(O)=O)CCN(CC(O)=O)CCN(CC(O)=O)CCN(CC(O)=O)C1.[OH:35][C:36]([CH2:38][CH2:39][CH2:40][CH2:41][C@H:42]1[C@@H:50]2[C@@H:45]([NH:46][C:47]([NH:49]2)=[O:48])[CH2:44][S:43]1)=[O:37].N[C@@H](C(O)=O)C. (6) Given the product [NH:6]1[C:5]2[CH:9]=[CH:10][C:2]([NH:1][C:12]([NH:11][C:14]3[CH:15]=[C:16]([O:22][CH3:23])[CH:17]=[C:18]([O:20][CH3:21])[CH:19]=3)=[S:13])=[CH:3][C:4]=2[N:8]=[CH:7]1, predict the reactants needed to synthesize it. The reactants are: [NH2:1][C:2]1[CH:10]=[CH:9][C:5]2[NH:6][CH:7]=[N:8][C:4]=2[CH:3]=1.[N:11]([C:14]1[CH:19]=[C:18]([O:20][CH3:21])[CH:17]=[C:16]([O:22][CH3:23])[CH:15]=1)=[C:12]=[S:13]. (7) Given the product [CH3:15][C:13]1([CH3:16])[C:12]([CH3:17])([CH3:18])[O:11][B:10]([C:8]2[CH:9]=[C:4]([NH2:1])[C:5]([NH2:19])=[CH:6][CH:7]=2)[O:14]1, predict the reactants needed to synthesize it. The reactants are: [N+:1]([C:4]1[CH:9]=[C:8]([B:10]2[O:14][C:13]([CH3:16])([CH3:15])[C:12]([CH3:18])([CH3:17])[O:11]2)[CH:7]=[CH:6][C:5]=1[NH2:19])([O-])=O. (8) Given the product [OH:38][C@H:33]1[CH2:34][CH2:35][CH2:36][CH2:37][C@H:32]1[NH:31][C:21](=[O:23])[C:20]1[CH:24]=[CH:25][CH:26]=[N:27][C:19]=1[O:18][C:17]1[CH:28]=[CH:29][CH:30]=[C:15]([S:14][CH3:13])[CH:16]=1, predict the reactants needed to synthesize it. The reactants are: Cl.CN(C)CCCN=C=NCC.[CH3:13][S:14][C:15]1[CH:16]=[C:17]([CH:28]=[CH:29][CH:30]=1)[O:18][C:19]1[N:27]=[CH:26][CH:25]=[CH:24][C:20]=1[C:21]([OH:23])=O.[NH2:31][C@@H:32]1[CH2:37][CH2:36][CH2:35][CH2:34][C@@H:33]1[OH:38].ON1C2C=CC=CC=2N=N1.C(N(CC)CC)C. (9) Given the product [CH2:48]([N:52]1[N:56]=[C:55]([CH3:57])[S:54]/[C:53]/1=[CH:58]\[C:9]([C:8]1[CH:7]=[CH:6][C:5]([C:1]([CH3:2])([CH3:3])[CH3:4])=[CH:13][CH:12]=1)=[O:11])[CH2:49][CH2:50][CH3:51], predict the reactants needed to synthesize it. The reactants are: [C:1]([C:5]1[CH:13]=[CH:12][C:8]([C:9]([OH:11])=O)=[CH:7][CH:6]=1)([CH3:4])([CH3:3])[CH3:2].CN(C(ON1N=NC2C=CC=NC1=2)=[N+](C)C)C.F[P-](F)(F)(F)(F)F.CCN(C(C)C)C(C)C.[I-].[CH2:48]([N+:52]1[N:56]=[C:55]([CH3:57])[S:54][C:53]=1[CH3:58])[CH2:49][CH2:50][CH3:51].